Task: Regression/Classification. Given a drug SMILES string, predict its absorption, distribution, metabolism, or excretion properties. Task type varies by dataset: regression for continuous measurements (e.g., permeability, clearance, half-life) or binary classification for categorical outcomes (e.g., BBB penetration, CYP inhibition). Dataset: b3db_classification.. Dataset: Blood-brain barrier permeability classification from the B3DB database (1) The drug is Cc1cc(-c2cc(N)n3nc(-c4ccccn4)nc3c2)ccn1. The result is 1 (penetrates BBB). (2) The result is 1 (penetrates BBB). The molecule is c1ccc2c(c1)CCN1CCNCC21. (3) The molecule is CC(C)NCCCC1(C(N)=O)c2ccccc2-c2ccccc21. The result is 0 (does not penetrate BBB). (4) The drug is COc1ccc(CCN(C)CCC[C@](C#N)(c2cc(OC)c(OC)c(OC)c2)C(C)C)cc1OC. The result is 1 (penetrates BBB). (5) The compound is CCC[C@]1(c2cccc(O)c2)CCN(C)C[C@H]1C. The result is 1 (penetrates BBB).